From a dataset of Full USPTO retrosynthesis dataset with 1.9M reactions from patents (1976-2016). Predict the reactants needed to synthesize the given product. (1) The reactants are: [NH2:1][C:2]1[N:3]=[N:4][C:5]([Cl:8])=[CH:6][CH:7]=1.[Br:9][CH2:10][C:11]([C:13]1[CH:18]=[CH:17][C:16]([Cl:19])=[CH:15][CH:14]=1)=O. Given the product [BrH:9].[Cl:8][C:5]1[CH:6]=[CH:7][C:2]2[N:3]([CH:10]=[C:11]([C:13]3[CH:18]=[CH:17][C:16]([Cl:19])=[CH:15][CH:14]=3)[N:1]=2)[N:4]=1, predict the reactants needed to synthesize it. (2) Given the product [C:4]([C:6]1[S:10][C:9]([NH:11][C:12](=[O:27])[C:13]2[CH:18]=[C:17]([C:19]([F:21])([F:22])[F:20])[CH:16]=[C:15]([C:23]([F:24])([F:25])[F:26])[CH:14]=2)=[N:8][C:7]=1[C:28]([F:34])([F:33])[C:29]([F:30])([F:31])[F:32])([OH:5])=[O:3], predict the reactants needed to synthesize it. The reactants are: C([O:3][C:4]([C:6]1[S:10][C:9]([NH:11][C:12](=[O:27])[C:13]2[CH:18]=[C:17]([C:19]([F:22])([F:21])[F:20])[CH:16]=[C:15]([C:23]([F:26])([F:25])[F:24])[CH:14]=2)=[N:8][C:7]=1[C:28]([F:34])([F:33])[C:29]([F:32])([F:31])[F:30])=[O:5])C.[OH-].[Na+]. (3) Given the product [NH2:16][C:7]1[C:8]([CH3:15])=[C:9]([CH:14]=[C:5]([O:4][CH2:3][CH2:2][OH:1])[CH:6]=1)[C:10]([O:12][CH3:13])=[O:11], predict the reactants needed to synthesize it. The reactants are: [OH:1][CH2:2][CH2:3][O:4][C:5]1[CH:6]=[C:7]([N+:16]([O-])=O)[C:8]([CH3:15])=[C:9]([CH:14]=1)[C:10]([O:12][CH3:13])=[O:11].[Cl-].[NH4+]. (4) Given the product [Cl:21][C:6]1[CH:7]=[CH:8][C:9]2[CH2:10][NH:11][CH2:12][CH:13]([CH:15]3[CH2:18][C:17]([F:20])([F:19])[CH2:16]3)[O:14][C:4]=2[N:5]=1, predict the reactants needed to synthesize it. The reactants are: [H-].[Na+].Cl[C:4]1[C:9]([CH2:10][NH:11][CH2:12][CH:13]([CH:15]2[CH2:18][C:17]([F:20])([F:19])[CH2:16]2)[OH:14])=[CH:8][CH:7]=[C:6]([Cl:21])[N:5]=1. (5) Given the product [CH:23]1([CH2:26][O:27][NH:28][C:13](=[O:15])[C@H:12]([N:9]2[C:8](=[O:19])[C:7]3=[CH:20][NH:21][C:5]4[C:6]3=[C:11]([C:2]([F:1])=[CH:3][N:4]=4)[CH2:10]2)[CH:16]([CH3:18])[CH3:17])[CH2:25][CH2:24]1, predict the reactants needed to synthesize it. The reactants are: [F:1][C:2]1[C:11]2[CH2:10][N:9]([C@H:12]([CH:16]([CH3:18])[CH3:17])[C:13]([OH:15])=O)[C:8](=[O:19])[C:7]3=[CH:20][NH:21][C:5]([C:6]=23)=[N:4][CH:3]=1.Cl.[CH:23]1([CH2:26][O:27][NH2:28])[CH2:25][CH2:24]1.C1C=CC2N(O)N=NC=2C=1.C(Cl)CCl.